This data is from Full USPTO retrosynthesis dataset with 1.9M reactions from patents (1976-2016). The task is: Predict the reactants needed to synthesize the given product. (1) Given the product [CH3:25][N:26]1[CH2:31][CH2:30][N:29]([C:32]2[CH:37]=[CH:36][C:35]([C:2]3[C:10]4[C:5](=[CH:6][CH:7]=[C:8]([NH:11][C:12](=[O:24])[CH:13]([N:19]5[CH2:23][CH2:22][CH2:21][CH2:20]5)[C:14]5[CH:18]=[CH:17][S:16][CH:15]=5)[CH:9]=4)[NH:4][N:3]=3)=[CH:34][CH:33]=2)[C:28](=[O:47])[CH2:27]1, predict the reactants needed to synthesize it. The reactants are: I[C:2]1[C:10]2[C:5](=[CH:6][CH:7]=[C:8]([NH:11][C:12](=[O:24])[CH:13]([N:19]3[CH2:23][CH2:22][CH2:21][CH2:20]3)[C:14]3[CH:18]=[CH:17][S:16][CH:15]=3)[CH:9]=2)[NH:4][N:3]=1.[CH3:25][N:26]1[CH2:31][CH2:30][N:29]([C:32]2[CH:37]=[CH:36][C:35](B3OC(C)(C)C(C)(C)O3)=[CH:34][CH:33]=2)[C:28](=[O:47])[CH2:27]1.C([O-])([O-])=O.[Na+].[Na+].C1(C)C=CC=CC=1. (2) Given the product [ClH:1].[Cl:1][C:2]1[S:6][C:5](/[CH:7]=[CH:8]/[S:9]([N:12]([CH3:37])[C@H:13]2[CH2:17][CH2:16][N:15]([C:18]3[CH:19]=[CH:20][C:21]4[CH2:27][NH:26][CH2:25][CH2:24][CH2:23][C:22]=4[CH:35]=3)[C:14]2=[O:36])(=[O:10])=[O:11])=[CH:4][CH:3]=1, predict the reactants needed to synthesize it. The reactants are: [Cl:1][C:2]1[S:6][C:5](/[CH:7]=[CH:8]/[S:9]([N:12]([CH3:37])[C@H:13]2[CH2:17][CH2:16][N:15]([C:18]3[CH:19]=[CH:20][C:21]4[CH2:27][N:26](C(OC(C)(C)C)=O)[CH2:25][CH2:24][CH2:23][C:22]=4[CH:35]=3)[C:14]2=[O:36])(=[O:11])=[O:10])=[CH:4][CH:3]=1.